Dataset: Reaction yield outcomes from USPTO patents with 853,638 reactions. Task: Predict the reaction yield, written as a fraction of the theoretical maximum amount of product (1.0 means a 100% yield; for example, 0.34 means a 34% yield). (1) The reactants are C[Si]([N:5]=[N+:6]=[N-:7])(C)C.C([Sn](=O)CCCC)CCC.[CH2:18]([N:25]1[C:30]([CH3:31])=[CH:29][C:28]([O:32][CH2:33][CH2:34][CH3:35])=[C:27]([CH2:36][C:37]2[CH:42]=[CH:41][C:40]([C:43]3[C:44]([C:49]#[N:50])=[CH:45][CH:46]=[CH:47][CH:48]=3)=[CH:39][CH:38]=2)[C:26]1=[O:51])[C:19]1[CH:24]=[CH:23][CH:22]=[CH:21][CH:20]=1. The catalyst is C1(C)C=CC=CC=1. The product is [NH:5]1[C:49]([C:44]2[CH:45]=[CH:46][CH:47]=[CH:48][C:43]=2[C:40]2[CH:39]=[CH:38][C:37]([CH2:36][C:27]3[C:26](=[O:51])[N:25]([CH2:18][C:19]4[CH:20]=[CH:21][CH:22]=[CH:23][CH:24]=4)[C:30]([CH3:31])=[CH:29][C:28]=3[O:32][CH2:33][CH2:34][CH3:35])=[CH:42][CH:41]=2)=[N:50][N:7]=[N:6]1. The yield is 0.500. (2) The reactants are C(OC(=O)[NH:7][C@H:8]1[CH2:13][CH2:12][C@@H:11]([N:14]2[C:19](=[O:20])[C:18]3[CH:21]=[C:22]([F:25])[CH:23]=[N:24][C:17]=3[N:16]([C:26]3[CH:27]=[C:28]([C:32]4[CH:37]=[CH:36][C:35]([CH2:38][N:39]([CH3:41])[CH3:40])=[CH:34][CH:33]=4)[CH:29]=[CH:30][CH:31]=3)[C:15]2=[O:42])[CH2:10][CH2:9]1)(C)(C)C.[ClH:44].C(OCC)C. The catalyst is O1CCOCC1. The product is [ClH:44].[ClH:44].[NH2:7][C@@H:8]1[CH2:13][CH2:12][C@H:11]([N:14]2[C:19](=[O:20])[C:18]3[CH:21]=[C:22]([F:25])[CH:23]=[N:24][C:17]=3[N:16]([C:26]3[CH:27]=[C:28]([C:32]4[CH:33]=[CH:34][C:35]([CH2:38][N:39]([CH3:40])[CH3:41])=[CH:36][CH:37]=4)[CH:29]=[CH:30][CH:31]=3)[C:15]2=[O:42])[CH2:10][CH2:9]1. The yield is 0.930.